From a dataset of Forward reaction prediction with 1.9M reactions from USPTO patents (1976-2016). Predict the product of the given reaction. (1) Given the reactants [CH3:1][S:2][C:3]1[CH:8]=[CH:7][C:6]([C:9]([C:11]2[C:20]3[C:15](=[CH:16][CH:17]=[CH:18][CH:19]=3)[CH:14]=[CH:13][CH:12]=2)=[O:10])=[CH:5][CH:4]=1.[BH4-].[Na+], predict the reaction product. The product is: [CH3:1][S:2][C:3]1[CH:8]=[CH:7][C:6]([CH:9]([C:11]2[C:20]3[C:15](=[CH:16][CH:17]=[CH:18][CH:19]=3)[CH:14]=[CH:13][CH:12]=2)[OH:10])=[CH:5][CH:4]=1. (2) Given the reactants [CH2:1]([N:8]1[CH:12]=[C:11]([CH2:13][CH2:14][CH2:15][CH:16]2OCC[O:17]2)[C:10]([O:21][CH2:22][CH3:23])=[N:9]1)[C:2]1[CH:7]=[CH:6][CH:5]=[CH:4][CH:3]=1.Cl.C(O)C.[Cl-].[NH4+], predict the reaction product. The product is: [CH2:1]([N:8]1[CH:12]=[C:11]([CH2:13][CH2:14][CH2:15][CH:16]=[O:17])[C:10]([O:21][CH2:22][CH3:23])=[N:9]1)[C:2]1[CH:3]=[CH:4][CH:5]=[CH:6][CH:7]=1. (3) Given the reactants [NH2:1][C@@H:2]([C:4]1[CH:5]=[C:6]([OH:10])[CH:7]=[CH:8][CH:9]=1)[CH3:3].[C:11](O[C:11]([O:13][C:14]([CH3:17])([CH3:16])[CH3:15])=[O:12])([O:13][C:14]([CH3:17])([CH3:16])[CH3:15])=[O:12].C(N(CC)CC)C, predict the reaction product. The product is: [C:14]([O:13][C:11](=[O:12])[NH:1][C@@H:2]([C:4]1[CH:9]=[CH:8][CH:7]=[C:6]([OH:10])[CH:5]=1)[CH3:3])([CH3:17])([CH3:16])[CH3:15].